This data is from Reaction yield outcomes from USPTO patents with 853,638 reactions. The task is: Predict the reaction yield, written as a fraction of the theoretical maximum amount of product (1.0 means a 100% yield; for example, 0.34 means a 34% yield). (1) The reactants are Cl.[NH2:2][N:3]1[CH2:7][C:6](=[O:8])[NH:5][C:4]1=[O:9].[F:10][C:11]1[CH:20]=[C:19]2[C:14]([CH:15]=[CH:16][CH:17]=[N:18]2)=[CH:13][C:12]=1[CH2:21][C:22]1[N:26]2[N:27]=[C:28]([C:31](=O)[CH3:32])[CH:29]=[CH:30][C:25]2=[N:24][CH:23]=1. No catalyst specified. The product is [F:10][C:11]1[CH:20]=[C:19]2[C:14]([CH:15]=[CH:16][CH:17]=[N:18]2)=[CH:13][C:12]=1[CH2:21][C:22]1[N:26]2[N:27]=[C:28](/[C:31](=[N:2]/[N:3]3[CH2:7][C:6](=[O:8])[NH:5][C:4]3=[O:9])/[CH3:32])[CH:29]=[CH:30][C:25]2=[N:24][CH:23]=1. The yield is 0.390. (2) The reactants are [Mg].[CH2:2]([O:4][C:5](=[O:47])/[CH:6]=[CH:7]/[C:8]1[O:9][C:10]([C:13]2[CH:18]=[CH:17][C:16]([C:19]([C:24]3[CH:29]=[CH:28][C:27]([CH2:30][CH2:31][CH:32]([O:37][Si:38]([C:41]([CH3:44])([CH3:43])[CH3:42])([CH3:40])[CH3:39])[C:33]([CH3:36])([CH3:35])[CH3:34])=[C:26]([CH3:45])[CH:25]=3)([CH2:22][CH3:23])[CH2:20][CH3:21])=[CH:15][C:14]=2[CH3:46])=[CH:11][CH:12]=1)C.C(OCC)(=O)C.S(=O)(=O)(O)[O-].[K+]. The catalyst is CO.O1CCCC1. The product is [CH3:2][O:4][C:5](=[O:47])[CH2:6][CH2:7][C:8]1[O:9][C:10]([C:13]2[CH:18]=[CH:17][C:16]([C:19]([C:24]3[CH:29]=[CH:28][C:27]([CH2:30][CH2:31][CH:32]([O:37][Si:38]([C:41]([CH3:44])([CH3:43])[CH3:42])([CH3:40])[CH3:39])[C:33]([CH3:36])([CH3:35])[CH3:34])=[C:26]([CH3:45])[CH:25]=3)([CH2:22][CH3:23])[CH2:20][CH3:21])=[CH:15][C:14]=2[CH3:46])=[CH:11][CH:12]=1. The yield is 0.760. (3) The reactants are [C:1]([O:4][CH2:5][CH2:6][C:7]1[CH:8]=[CH:9][CH:10]=[C:11]2[C:15]=1[NH:14][CH:13]=[CH:12]2)(=[O:3])[CH3:2].[C:16](=O)([O-])[O-].[Cs+].[Cs+].CI.O. The catalyst is CN(C=O)C. The product is [C:1]([O:4][CH2:5][CH2:6][C:7]1[CH:8]=[CH:9][CH:10]=[C:11]2[C:15]=1[N:14]([CH3:16])[CH:13]=[CH:12]2)(=[O:3])[CH3:2]. The yield is 0.750. (4) The reactants are [CH3:1][O:2][C:3]1[CH:4]=[C:5]([CH:11]([CH2:16][C:17]2[CH:18]=[N:19][C:20]3[C:25]([CH:26]=2)=[C:24]([O:27][CH3:28])[CH:23]=[CH:22][CH:21]=3)[C:12]([O:14][CH3:15])=[O:13])[CH:6]=[CH:7][C:8]=1[O:9][CH3:10].[C:29](OC(=O)C)(=[O:31])[CH3:30]. The catalyst is CCOCC. The product is [C:29]([C:6]1[CH:7]=[C:8]([O:9][CH3:10])[C:3]([O:2][CH3:1])=[CH:4][C:5]=1[CH:11]([CH2:16][C:17]1[CH:18]=[N:19][C:20]2[C:25]([CH:26]=1)=[C:24]([O:27][CH3:28])[CH:23]=[CH:22][CH:21]=2)[C:12]([O:14][CH3:15])=[O:13])(=[O:31])[CH3:30]. The yield is 0.590. (5) The reactants are [S:1]1[C:5]2[CH:6]=[CH:7][CH:8]=[CH:9][C:4]=2[N:3]=[C:2]1[NH:10][NH2:11].C([O:14][C:15](=O)[CH2:16][C:17]([C:19]1[S:20][C:21]([Br:24])=[CH:22][CH:23]=1)=O)C.CC(O)=O. The catalyst is C(O)C. The product is [S:1]1[C:5]2[CH:6]=[CH:7][CH:8]=[CH:9][C:4]=2[N:3]=[C:2]1[N:10]1[C:15](=[O:14])[CH:16]=[C:17]([C:19]2[S:20][C:21]([Br:24])=[CH:22][CH:23]=2)[NH:11]1. The yield is 0.640. (6) The reactants are N[C:2]1[CH:3]=[CH:4][C:5]([Cl:8])=[N:6][CH:7]=1.N([O-])=O.[Na+].[S:13](=[O:15])=[O:14].[ClH:16]. No catalyst specified. The product is [Cl:8][C:5]1[N:6]=[CH:7][C:2]([S:13]([Cl:16])(=[O:15])=[O:14])=[CH:3][CH:4]=1. The yield is 0.580. (7) The reactants are Br[C:2]1[CH:7]=[CH:6][N:5]=[C:4]([C:8]2[N:12]=[C:11]([C:13]3[S:14][CH:15]=[CH:16][N:17]=3)[N:10]([CH2:18][C:19]3[CH:24]=[CH:23][CH:22]=[CH:21][C:20]=3[F:25])[N:9]=2)[CH:3]=1.[NH:26]1[CH2:31][CH2:30][O:29][CH2:28][CH2:27]1. The catalyst is C(O)CO.O1CCOCC1.[Cl-].[Na+].O.[Cu-]=O. The product is [F:25][C:20]1[CH:21]=[CH:22][CH:23]=[CH:24][C:19]=1[CH2:18][N:10]1[C:11]([C:13]2[S:14][CH:15]=[CH:16][N:17]=2)=[N:12][C:8]([C:4]2[CH:3]=[C:2]([N:26]3[CH2:31][CH2:30][O:29][CH2:28][CH2:27]3)[CH:7]=[CH:6][N:5]=2)=[N:9]1. The yield is 0.790. (8) The reactants are [H-].[Na+].[Cl:3][C:4]1[C:9]([CH3:10])=[C:8](Cl)[N:7]2[N:12]=[CH:13][CH:14]=[C:6]2[N:5]=1.[CH2:15]([O:17][C:18]1[CH:24]=[CH:23][C:21]([NH2:22])=[CH:20][C:19]=1[N+:25]([O-:27])=[O:26])[CH3:16]. The catalyst is CN(C)C=O.O1CCCC1. The product is [Cl:3][C:4]1[C:9]([CH3:10])=[C:8]([NH:22][C:21]2[CH:23]=[CH:24][C:18]([O:17][CH2:15][CH3:16])=[C:19]([N+:25]([O-:27])=[O:26])[CH:20]=2)[N:7]2[N:12]=[CH:13][CH:14]=[C:6]2[N:5]=1. The yield is 0.390. (9) The reactants are [CH2:1]([N:5]1[C:13]2[C:8](=[CH:9][C:10]([O:14][C:15]3[CH:20]=[CH:19][CH:18]=[CH:17][C:16]=3[CH2:21][C:22](O)=[O:23])=[CH:11][CH:12]=2)[CH:7]=[N:6]1)[CH:2]([CH3:4])[CH3:3].C1CN([P+](ON2N=NC3C=CC=CC2=3)(N2CCCC2)N2CCCC2)CC1.F[P-](F)(F)(F)(F)F.CCN(C(C)C)C(C)C.[N:67]1([C:73]2[CH:78]=[CH:77][C:76]([NH2:79])=[CH:75][CH:74]=2)[CH2:72][CH2:71][O:70][CH2:69][CH2:68]1.C(O)C(N)(CO)CO. The catalyst is C(Cl)(Cl)Cl. The product is [CH2:1]([N:5]1[C:13]2[C:8](=[CH:9][C:10]([O:14][C:15]3[CH:20]=[CH:19][CH:18]=[CH:17][C:16]=3[CH2:21][C:22]([NH:79][C:76]3[CH:75]=[CH:74][C:73]([N:67]4[CH2:68][CH2:69][O:70][CH2:71][CH2:72]4)=[CH:78][CH:77]=3)=[O:23])=[CH:11][CH:12]=2)[CH:7]=[N:6]1)[CH:2]([CH3:4])[CH3:3]. The yield is 0.400.